Dataset: Full USPTO retrosynthesis dataset with 1.9M reactions from patents (1976-2016). Task: Predict the reactants needed to synthesize the given product. (1) Given the product [Br:25][C:26]1[S:30][C:29]([CH:31]=[CH:20][C:21]([O:23][CH3:24])=[O:22])=[CH:28][CH:27]=1, predict the reactants needed to synthesize it. The reactants are: C1(P(=[CH:20][C:21]([O:23][CH3:24])=[O:22])(C2C=CC=CC=2)C2C=CC=CC=2)C=CC=CC=1.[Br:25][C:26]1[S:30][C:29]([CH:31]=O)=[CH:28][CH:27]=1.O. (2) Given the product [C:15]([C:14]1[NH:18][C:1](=[O:2])[N:12]([C:8]2[CH:9]=[CH:10][CH:11]=[C:6]([Cl:5])[CH:7]=2)[N:13]=1)(=[O:17])[CH3:16], predict the reactants needed to synthesize it. The reactants are: [C:1](Cl)(Cl)=[O:2].[Cl:5][C:6]1[CH:7]=[C:8]([NH:12][NH:13][C:14](=[NH:18])[C:15](=[O:17])[CH3:16])[CH:9]=[CH:10][CH:11]=1.N1C=CC=CC=1. (3) Given the product [CH2:44]([O:43][C:35]1[N:34]=[C:33]2[C:38]([C:39](=[O:41])[C:40]([CH3:31])=[C:23]([N:21]([CH3:22])[C:20]3[CH:19]=[CH:6][CH:7]=[CH:2][CH:1]=3)[N:32]2[C:46]2[CH:47]=[CH:48][CH:49]=[CH:50][CH:51]=2)=[C:37]([CH2:42][CH3:12])[CH:36]=1)[CH3:45], predict the reactants needed to synthesize it. The reactants are: [CH3:1][C:2]1(C)[CH2:7][CH2:6]CC(C)(C)N1.[Li][CH2:12]CCC.CN([CH2:19][CH2:20][N:21]([CH3:23])[CH3:22])C.N([C:31]1[N:32]([C:46]2[CH:51]=[CH:50][CH:49]=[CH:48][CH:47]=2)[C:33]2[C:38]([C:39](=[O:41])[CH:40]=1)=[C:37]([CH3:42])[CH:36]=[C:35]([O:43][CH2:44][CH3:45])[N:34]=2)C1C=CC=CC=1.CI.[NH4+].[Cl-]. (4) Given the product [CH:1]([C:3]1[CH:4]=[C:5]([S:19]([NH:22][C:31](=[O:32])[CH2:30][CH2:29][C:23]2[CH:28]=[CH:27][CH:26]=[CH:25][CH:24]=2)(=[O:21])=[O:20])[CH:6]=[C:7]([C:11]2[CH:16]=[CH:15][CH:14]=[CH:13][C:12]=2[O:17][CH3:18])[C:8]=1[O:9][CH3:10])=[O:2], predict the reactants needed to synthesize it. The reactants are: [CH:1]([C:3]1[CH:4]=[C:5]([S:19]([NH2:22])(=[O:21])=[O:20])[CH:6]=[C:7]([C:11]2[CH:16]=[CH:15][CH:14]=[CH:13][C:12]=2[O:17][CH3:18])[C:8]=1[O:9][CH3:10])=[O:2].[C:23]1([CH2:29][CH2:30][C:31](Cl)=[O:32])[CH:28]=[CH:27][CH:26]=[CH:25][CH:24]=1. (5) Given the product [C:1]1([C:7]2[CH:8]=[C:9]3[C:14](=[N:15][C:16]=2[C:17]2[CH:22]=[CH:21][CH:20]=[CH:19][CH:18]=2)[N:13]([CH2:30][CH2:31][CH2:32][CH2:33][CH2:34][CH2:35][C:36]([O:38][CH2:39][CH3:40])=[O:37])[CH2:12][CH2:11][CH2:10]3)[CH:2]=[CH:3][CH:4]=[CH:5][CH:6]=1, predict the reactants needed to synthesize it. The reactants are: [C:1]1([C:7]2[CH:8]=[C:9]3[C:14](=[N:15][C:16]=2[C:17]2[CH:22]=[CH:21][CH:20]=[CH:19][CH:18]=2)[NH:13][CH2:12][CH2:11][CH2:10]3)[CH:6]=[CH:5][CH:4]=[CH:3][CH:2]=1.C(=O)([O-])[O-].[Cs+].[Cs+].Br[CH2:30][CH2:31][CH2:32][CH2:33][CH2:34][CH2:35][C:36]([O:38][CH2:39][CH3:40])=[O:37]. (6) Given the product [Cl:1][C:2]1[N:7]=[C:6]([C:8]([O:18][CH:13]2[CH2:17][CH2:16][CH2:15][CH2:14]2)=[O:9])[CH:5]=[CH:4][C:3]=1[O:11][CH3:12], predict the reactants needed to synthesize it. The reactants are: [Cl:1][C:2]1[N:7]=[C:6]([C:8](Cl)=[O:9])[CH:5]=[CH:4][C:3]=1[O:11][CH3:12].[CH:13]1([OH:18])[CH2:17][CH2:16][CH2:15][CH2:14]1. (7) Given the product [NH2:15][CH2:14][C:13]1[CH:23]=[CH:24][CH:25]=[CH:26][C:12]=1[C:10]1[CH:9]=[C:8]([C:27]2[S:31][C:30]([NH:32][CH:33]([CH3:35])[CH3:34])=[N:29][CH:28]=2)[N:7]=[C:6]([NH:5][CH2:4][CH2:3][N:2]([CH3:36])[CH3:1])[N:11]=1, predict the reactants needed to synthesize it. The reactants are: [CH3:1][N:2]([CH3:36])[CH2:3][CH2:4][NH:5][C:6]1[N:11]=[C:10]([C:12]2[CH:26]=[CH:25][CH:24]=[CH:23][C:13]=2[CH2:14][NH:15]C(=O)OC(C)(C)C)[CH:9]=[C:8]([C:27]2[S:31][C:30]([NH:32][CH:33]([CH3:35])[CH3:34])=[N:29][CH:28]=2)[N:7]=1.Cl. (8) Given the product [CH3:23][C:22]([OH:24])([C@@H:21]([NH:20][C:1]([C:8]1[CH:13]=[CH:12][CH:11]=[CH:10][CH:9]=1)([C:14]1[CH:15]=[CH:16][CH:17]=[CH:18][CH:19]=1)[C:2]1[CH:7]=[CH:6][CH:5]=[CH:4][CH:3]=1)[CH2:25][CH3:26])[CH3:27], predict the reactants needed to synthesize it. The reactants are: [C:1]([NH:20][C@@H:21]([CH2:25][CH3:26])[C:22](=[O:24])[CH3:23])([C:14]1[CH:19]=[CH:18][CH:17]=[CH:16][CH:15]=1)([C:8]1[CH:13]=[CH:12][CH:11]=[CH:10][CH:9]=1)[C:2]1[CH:7]=[CH:6][CH:5]=[CH:4][CH:3]=1.[CH3:27][Mg]I.O. (9) Given the product [CH3:1][S:2][C:3]1[S:4][C:5]2[CH:11]=[C:10]([CH2:12][OH:13])[CH:9]=[CH:8][C:6]=2[N:7]=1, predict the reactants needed to synthesize it. The reactants are: [CH3:1][S:2][C:3]1[S:4][C:5]2[CH:11]=[C:10]([C:12](OCC)=[O:13])[CH:9]=[CH:8][C:6]=2[N:7]=1.[H-].C([Al+]CC(C)C)C(C)C.C(C(C(C([O-])=O)O)O)([O-])=O.[Na+].[K+]. (10) The reactants are: [CH2:1]([O:3][C:4]([C:6]1([C:9]2[CH:14]=[CH:13][C:12]([C:15]3[CH:20]=[CH:19][C:18]([C:21]4[O:25][N:24]=[C:23]([CH3:26])[C:22]=4[CH2:27]Br)=[CH:17][CH:16]=3)=[CH:11][CH:10]=2)[CH2:8][CH2:7]1)=[O:5])[CH3:2].[CH3:29][C@@H:30]1[C@H:34]([C:35]2[CH:40]=[CH:39][CH:38]=[CH:37][CH:36]=2)[O:33][C:32](=[O:41])[NH:31]1. Given the product [CH2:1]([O:3][C:4]([C:6]1([C:9]2[CH:14]=[CH:13][C:12]([C:15]3[CH:20]=[CH:19][C:18]([C:21]4[O:25][N:24]=[C:23]([CH3:26])[C:22]=4[CH2:27][N:31]4[C@H:30]([CH3:29])[C@H:34]([C:35]5[CH:40]=[CH:39][CH:38]=[CH:37][CH:36]=5)[O:33][C:32]4=[O:41])=[CH:17][CH:16]=3)=[CH:11][CH:10]=2)[CH2:8][CH2:7]1)=[O:5])[CH3:2], predict the reactants needed to synthesize it.